This data is from Catalyst prediction with 721,799 reactions and 888 catalyst types from USPTO. The task is: Predict which catalyst facilitates the given reaction. (1) Reactant: [NH:1]1[CH2:6][CH2:5][CH:4]([C:7]2[O:11][N:10]=[C:9]([CH2:12][N:13]([CH2:26][C:27]([F:30])([F:29])[F:28])[C:14]3[CH:21]=[CH:20][C:17]([C:18]#[N:19])=[C:16]([C:22]([F:25])([F:24])[F:23])[CH:15]=3)[N:8]=2)[CH2:3][CH2:2]1.C=O.[C:33](O)(=O)C.C([BH3-])#N.[Na+]. Product: [CH3:33][N:1]1[CH2:2][CH2:3][CH:4]([C:7]2[O:11][N:10]=[C:9]([CH2:12][N:13]([CH2:26][C:27]([F:30])([F:28])[F:29])[C:14]3[CH:21]=[CH:20][C:17]([C:18]#[N:19])=[C:16]([C:22]([F:25])([F:24])[F:23])[CH:15]=3)[N:8]=2)[CH2:5][CH2:6]1. The catalyst class is: 5. (2) Reactant: Br[C:2]1[N:10]=[CH:9][N:8]=[C:7]2[C:3]=1[N:4]=[CH:5][NH:6]2.[NH2:11][CH:12]([C:14]1[C:15]([O:29][CH3:30])=[C:16]([N:22]2[CH2:27][CH2:26][CH:25]([OH:28])[CH2:24][CH2:23]2)[C:17]([CH3:21])=[C:18]([Cl:20])[CH:19]=1)[CH3:13].C(N(CC)C(C)C)(C)C. Product: [Cl:20][C:18]1[C:17]([CH3:21])=[C:16]([N:22]2[CH2:23][CH2:24][CH:25]([OH:28])[CH2:26][CH2:27]2)[C:15]([O:29][CH3:30])=[C:14]([CH:12]([NH:11][C:2]2[N:10]=[CH:9][N:8]=[C:7]3[C:3]=2[N:4]=[CH:5][NH:6]3)[CH3:13])[CH:19]=1. The catalyst class is: 32. (3) Reactant: [CH3:1]C(C)([O-])C.[K+].C(NC(C)C)(C)C.[Li]CCCC.[CH:19]1([C:23]2[CH:28]=[CH:27][C:26]([O:29][CH3:30])=[CH:25][N:24]=2)[CH2:22][CH2:21][CH2:20]1.CI. Product: [CH3:30][O:29][C:26]1[CH:27]=[CH:28][C:23]([C:19]2([CH3:1])[CH2:20][CH2:21][CH2:22]2)=[N:24][CH:25]=1. The catalyst class is: 1. (4) Product: [NH2:22][C:19]1[CH:20]=[CH:21][C:16](/[CH:14]=[CH:13]/[C:4]2[O:3][C:2]([CH3:1])=[CH:7][C:6](=[C:8]([C:11]#[N:12])[C:9]#[N:10])[CH:5]=2)=[CH:17][C:18]=1[O:30][CH3:31]. The catalyst class is: 14. Reactant: [CH3:1][C:2]1[O:3][C:4]([CH3:13])=[CH:5][C:6](=[C:8]([C:11]#[N:12])[C:9]#[N:10])[CH:7]=1.[CH:14]([C:16]1[CH:21]=[CH:20][C:19]([NH:22]C(=O)OC(C)(C)C)=[C:18]([O:30][CH3:31])[CH:17]=1)=O.N1CCCCC1. (5) Reactant: C(N(CC)C(C)C)(C)C.[Cl:10][C:11]1[S:15][C:14]([C:16]([NH:18][C:19]2[C:27]3[C:26](=[O:28])O[C:24](=[O:29])[C:23]=3[CH:22]=[CH:21][CH:20]=2)=[O:17])=[CH:13][CH:12]=1.[NH2:30][C:31]1[CH:36]=[CH:35][C:34]([NH:37][CH2:38][CH2:39][OH:40])=[CH:33][CH:32]=1. Product: [Cl:10][C:11]1[S:15][C:14]([C:16]([NH:18][C:19]2[CH:20]=[CH:21][CH:22]=[C:23]3[C:27]=2[C:26](=[O:28])[N:30]([C:31]2[CH:32]=[CH:33][C:34]([NH:37][CH2:38][CH2:39][OH:40])=[CH:35][CH:36]=2)[C:24]3=[O:29])=[O:17])=[CH:13][CH:12]=1. The catalyst class is: 12. (6) Reactant: [CH:1]([N:4]1[C:8]([C:9]2[CH:10]=[C:11]3[N:17]([N:18]=2)[C:16]2[CH:19]=[C:20]([C:23](O)=[O:24])[CH:21]=[CH:22][C:15]=2[O:14][CH2:13][CH2:12]3)=[N:7][CH:6]=[N:5]1)([CH3:3])[CH3:2].C(Cl)(=O)C(Cl)=O.[NH2:32][C:33]1[CH:37]=[CH:36][O:35][N:34]=1.C(N(CC)CC)C.C(=O)([O-])O.[Na+]. Product: [CH:1]([N:4]1[C:8]([C:9]2[CH:10]=[C:11]3[N:17]([C:16]4[CH:19]=[C:20]([C:23]([NH:32][C:33]5[CH:37]=[CH:36][O:35][N:34]=5)=[O:24])[CH:21]=[CH:22][C:15]=4[O:14][CH2:13][CH2:12]3)[N:18]=2)=[N:7][CH:6]=[N:5]1)([CH3:3])[CH3:2]. The catalyst class is: 59. (7) Reactant: [F:1][C:2]1[CH:10]=[C:6]([C:7]([OH:9])=[O:8])[C:5]([NH2:11])=[CH:4][CH:3]=1.[C:12](Cl)(Cl)=[O:13].C(=O)([O-])O.[Na+]. Product: [F:1][C:2]1[CH:3]=[CH:4][C:5]2[NH:11][C:12](=[O:13])[O:8][C:7](=[O:9])[C:6]=2[CH:10]=1. The catalyst class is: 207.